Task: Predict the product of the given reaction.. Dataset: Forward reaction prediction with 1.9M reactions from USPTO patents (1976-2016) (1) Given the reactants C(OC(/[N:8]=[C:9]1\[N:10]([CH2:34][C:35]2[CH:40]=[CH:39][CH:38]=[CH:37][C:36]=2[Cl:41])[C:11]2[CH:33]=[CH:32][CH:31]=[CH:30][C:12]=2[N:13]\1[C:14]1[CH:19]=[CH:18][C:17]([C:20]2[C:21]([C:27](O)=[O:28])=[CH:22][CH:23]=[C:24]([Cl:26])[CH:25]=2)=[CH:16][CH:15]=1)=O)(C)(C)C.CN(C(ON1N=NC2C=CC=NC1=2)=[N+](C)C)C.F[P-](F)(F)(F)(F)F.CCN(C(C)C)C(C)C.[CH3:75][NH2:76].C1COCC1, predict the reaction product. The product is: [CH3:75][NH:76][C:27]([C:21]1[C:20]([C:17]2[CH:16]=[CH:15][C:14]([N:13]3[C:12]4[CH:30]=[CH:31][CH:32]=[CH:33][C:11]=4[N:10]([CH2:34][C:35]4[CH:40]=[CH:39][CH:38]=[CH:37][C:36]=4[Cl:41])[C:9]3=[NH:8])=[CH:19][CH:18]=2)=[CH:25][C:24]([Cl:26])=[CH:23][CH:22]=1)=[O:28]. (2) Given the reactants [CH3:1][N:2]([CH3:37])[C@@H:3]1[CH2:7][CH2:6][N:5]([CH2:8][C:9]2[CH:36]=[CH:35][C:12]([C:13]([NH:15][C:16]3[CH:21]=[C:20]([C:22]4[S:23][CH:24]=[CH:25][CH:26]=4)[CH:19]=[CH:18][C:17]=3[NH:27]C(=O)OC(C)(C)C)=[O:14])=[CH:11][CH:10]=2)[CH2:4]1.FC(F)(F)C(O)=O, predict the reaction product. The product is: [NH2:27][C:17]1[CH:18]=[CH:19][C:20]([C:22]2[S:23][CH:24]=[CH:25][CH:26]=2)=[CH:21][C:16]=1[NH:15][C:13](=[O:14])[C:12]1[CH:35]=[CH:36][C:9]([CH2:8][N:5]2[CH2:6][CH2:7][C@@H:3]([N:2]([CH3:1])[CH3:37])[CH2:4]2)=[CH:10][CH:11]=1. (3) Given the reactants [Cl:1][C:2]1[CH:7]=[C:6]([NH:8][C:9]2[C:18]3[C:13](=[CH:14][CH:15]=[CH:16][C:17]=3[O:19][CH2:20][CH2:21][N:22]([CH3:24])[CH3:23])[N:12]=[CH:11][N:10]=2)[CH:5]=[CH:4][C:3]=1[OH:25].Br[C:27]1[CH:32]=[CH:31][CH:30]=[CH:29][N:28]=1.C(=O)([O-])[O-].[Cs+].[Cs+], predict the reaction product. The product is: [Cl:1][C:2]1[CH:7]=[C:6]([NH:8][C:9]2[C:18]3[C:13](=[CH:14][CH:15]=[CH:16][C:17]=3[O:19][CH2:20][CH2:21][N:22]([CH3:23])[CH3:24])[N:12]=[CH:11][N:10]=2)[CH:5]=[CH:4][C:3]=1[O:25][C:27]1[CH:32]=[CH:31][CH:30]=[CH:29][N:28]=1. (4) The product is: [N:21]1[CH:22]=[CH:23][N:24]2[CH2:29][CH2:28][N:27]([C:2]3[N:7]=[C:6]([NH:8][C:9]4[N:14]=[CH:13][C:12]5[N:15]=[CH:16][N:17]([CH:18]([CH3:20])[CH3:19])[C:11]=5[CH:10]=4)[CH:5]=[CH:4][N:3]=3)[CH2:26][C:25]=12. Given the reactants Cl[C:2]1[N:7]=[C:6]([NH:8][C:9]2[N:14]=[CH:13][C:12]3[N:15]=[CH:16][N:17]([CH:18]([CH3:20])[CH3:19])[C:11]=3[CH:10]=2)[CH:5]=[CH:4][N:3]=1.[N:21]1[CH:22]=[CH:23][N:24]2[CH2:29][CH2:28][NH:27][CH2:26][C:25]=12.C(N(CC)CC)C, predict the reaction product. (5) Given the reactants [OH:1][NH:2][C:3]([N:5]1[CH2:10][CH2:9][CH:8]([C@@H:11]2[O:29][C:14]3=[CH:15][N:16]=[C:17]([C:19]4[CH2:20][CH2:21][N:22]([S:25]([CH3:28])(=[O:27])=[O:26])[CH2:23][CH:24]=4)[CH:18]=[C:13]3[CH2:12]2)[CH2:7][CH2:6]1)=[NH:4].[C:30](O[C:30](=O)[CH2:31][CH2:32][CH3:33])(=O)[CH2:31][CH2:32][CH3:33], predict the reaction product. The product is: [CH3:28][S:25]([N:22]1[CH2:21][CH:20]=[C:19]([C:17]2[CH:18]=[C:13]3[CH2:12][C@H:11]([CH:8]4[CH2:9][CH2:10][N:5]([C:3]5[N:4]=[C:30]([CH2:31][CH2:32][CH3:33])[O:1][N:2]=5)[CH2:6][CH2:7]4)[O:29][C:14]3=[CH:15][N:16]=2)[CH2:24][CH2:23]1)(=[O:27])=[O:26]. (6) Given the reactants CC(C)(OC(N1CCC([N:13]2[CH2:18][CH2:17][N:16]([CH2:19][C:20]3[CH:25]=[CH:24][CH:23]=[CH:22][CH:21]=3)[CH2:15][CH2:14]2)CC1)=O)C.CC(C)(OC(N1CCC(=O)CC1)=O)C, predict the reaction product. The product is: [C:20]1([CH2:19][N:16]2[CH2:15][CH2:14][NH:13][CH2:18][CH2:17]2)[CH:21]=[CH:22][CH:23]=[CH:24][CH:25]=1.